Predict the product of the given reaction. From a dataset of Forward reaction prediction with 1.9M reactions from USPTO patents (1976-2016). (1) Given the reactants [NH2:1][C:2]1[CH:27]=[CH:26][C:5]([O:6][C:7]2[CH:12]=[CH:11][N:10]=[C:9]3[CH:13]=[C:14]([C:16]4[CH:25]=[CH:24][C:19]([C:20](NC)=[O:21])=[CH:18][CH:17]=4)[S:15][C:8]=23)=[C:4]([F:28])[CH:3]=1.[F:29][C:30]1[CH:35]=[CH:34][C:33]([N:36]2[C:41](=[O:42])[C:40]([C:43](F)=[O:44])=[CH:39][CH:38]=[N:37]2)=[CH:32][CH:31]=1.FC1C=CC(NC(C2(C(F)=O)CC2)=[O:55])=CC=1, predict the reaction product. The product is: [F:28][C:4]1[CH:3]=[C:2]([NH:1][C:43]([C:40]2[C:41](=[O:42])[N:36]([C:33]3[CH:34]=[CH:35][C:30]([F:29])=[CH:31][CH:32]=3)[N:37]=[CH:38][CH:39]=2)=[O:44])[CH:27]=[CH:26][C:5]=1[O:6][C:7]1[CH:12]=[CH:11][N:10]=[C:9]2[CH:13]=[C:14]([C:16]3[CH:25]=[CH:24][C:19]([C:20]([OH:55])=[O:21])=[CH:18][CH:17]=3)[S:15][C:8]=12. (2) Given the reactants Br[C:2]1[CH:3]=[C:4]([C:16]([F:19])([F:18])[F:17])[C:5]2[N:6]([C:8]([Cl:15])=[C:9]([C:11]([O:13][CH3:14])=[O:12])[N:10]=2)[CH:7]=1.C([O-])(=O)C.[K+].[O:25]1[CH2:29][CH:28]=[CH:27][CH2:26]1, predict the reaction product. The product is: [Cl:15][C:8]1[N:6]2[CH:7]=[C:2]([CH:28]3[CH:27]=[CH:26][O:25][CH2:29]3)[CH:3]=[C:4]([C:16]([F:19])([F:18])[F:17])[C:5]2=[N:10][C:9]=1[C:11]([O:13][CH3:14])=[O:12]. (3) Given the reactants [C:1]1([CH:7]([C:30]2[CH:35]=[CH:34][CH:33]=[CH:32][CH:31]=2)[N:8]2[C:16]3[C:11](=[CH:12][CH:13]=[CH:14][CH:15]=3)[C:10](O)([C:17]3[CH:26]=[CH:25][C:20]4[O:21][CH2:22][CH2:23][O:24][C:19]=4[C:18]=3[OH:27])[C:9]2=[O:29])[CH:6]=[CH:5][CH:4]=[CH:3][CH:2]=1.ClC1C=CC=C2C=1C(O)(C1C(O)=CC3OCCC=3C=1)C(=O)N2C(C1C=CC=CC=1)C1C=CC=CC=1, predict the reaction product. The product is: [C:1]1([CH:7]([N:8]2[C:16]3[C:11](=[CH:12][CH:13]=[CH:14][CH:15]=3)[CH:10]([C:17]3[CH:26]=[CH:25][C:20]4[O:21][CH2:22][CH2:23][O:24][C:19]=4[C:18]=3[OH:27])[C:9]2=[O:29])[C:30]2[CH:31]=[CH:32][CH:33]=[CH:34][CH:35]=2)[CH:6]=[CH:5][CH:4]=[CH:3][CH:2]=1. (4) Given the reactants [N:1]1[CH:6]=[CH:5][CH:4]=[C:3]([NH:7][C:8](=[O:15])OCC(Cl)(Cl)Cl)[CH:2]=1.[N:16]1[CH:21]=[CH:20][CH:19]=[CH:18][C:17]=1[C:22]1[N:26]=[C:25]([N:27]2[CH2:32][CH2:31][NH:30][CH2:29][CH2:28]2)[S:24][N:23]=1.C(N(C(C)C)CC)(C)C.O, predict the reaction product. The product is: [N:1]1[CH:6]=[CH:5][CH:4]=[C:3]([NH:7][C:8]([N:30]2[CH2:29][CH2:28][N:27]([C:25]3[S:24][N:23]=[C:22]([C:17]4[CH:18]=[CH:19][CH:20]=[CH:21][N:16]=4)[N:26]=3)[CH2:32][CH2:31]2)=[O:15])[CH:2]=1. (5) Given the reactants [N:1]1[CH:6]=[CH:5][C:4]([O:7][C@@H:8]2[CH2:13][CH2:12][C@H:11]([C:14]([O:16][CH2:17][CH3:18])=[O:15])[CH2:10][CH2:9]2)=[CH:3][CH:2]=1, predict the reaction product. The product is: [NH:1]1[CH2:2][CH2:3][CH:4]([O:7][C@@H:8]2[CH2:13][CH2:12][C@H:11]([C:14]([O:16][CH2:17][CH3:18])=[O:15])[CH2:10][CH2:9]2)[CH2:5][CH2:6]1. (6) Given the reactants [ClH:1].C(OCC)C.[F:7][CH2:8][CH:9]1[CH2:12][N:11]([CH2:13][CH2:14][O:15][C:16]2[CH:21]=[CH:20][C:19]([C@@H:22]3[C:31]([C:32]4[CH:37]=[CH:36][CH:35]=[C:34]([OH:38])[CH:33]=4)=[C:30]([CH3:39])[C:29]4[C:24](=[CH:25][CH:26]=[C:27]([OH:40])[CH:28]=4)[O:23]3)=[CH:18][CH:17]=2)[CH2:10]1, predict the reaction product. The product is: [ClH:1].[F:7][CH2:8][CH:9]1[CH2:10][N:11]([CH2:13][CH2:14][O:15][C:16]2[CH:21]=[CH:20][C:19]([C@@H:22]3[C:31]([C:32]4[CH:37]=[CH:36][CH:35]=[C:34]([OH:38])[CH:33]=4)=[C:30]([CH3:39])[C:29]4[C:24](=[CH:25][CH:26]=[C:27]([OH:40])[CH:28]=4)[O:23]3)=[CH:18][CH:17]=2)[CH2:12]1. (7) Given the reactants [O:1]1[C:5]2([CH2:15][CH2:14][C:8]3([CH2:12][CH2:11][NH:10][C:9]3=[O:13])[CH2:7][CH2:6]2)[O:4][CH2:3][CH2:2]1.Br[C:17]1[CH:22]=[CH:21][C:20]([CH:23]([OH:27])[CH:24]([F:26])[F:25])=[CH:19][CH:18]=1, predict the reaction product. The product is: [F:25][CH:24]([F:26])[CH:23]([C:20]1[CH:19]=[CH:18][C:17]([N:10]2[CH2:11][CH2:12][C:8]3([CH2:14][CH2:15][C:5]4([O:4][CH2:3][CH2:2][O:1]4)[CH2:6][CH2:7]3)[C:9]2=[O:13])=[CH:22][CH:21]=1)[OH:27].